This data is from Catalyst prediction with 721,799 reactions and 888 catalyst types from USPTO. The task is: Predict which catalyst facilitates the given reaction. (1) Reactant: [Cl:1][C:2]1[CH:3]=[C:4]([C:9]2[CH:14]=[C:13]([C:15]([F:18])([F:17])[F:16])[N:12]=[C:11]([N:19]3[CH:23]=[C:22](I)[N:21]=[CH:20]3)[N:10]=2)[CH:5]=[CH:6][C:7]=1[Cl:8].[Cl-].[Li+].C([Mg]Cl)(C)C.[CH2:32]([Sn:36](Cl)([CH2:41][CH2:42][CH2:43][CH3:44])[CH2:37][CH2:38][CH2:39][CH3:40])[CH2:33][CH2:34][CH3:35].[Cl-].[NH4+]. Product: [Cl:1][C:2]1[CH:3]=[C:4]([C:9]2[CH:14]=[C:13]([C:15]([F:18])([F:17])[F:16])[N:12]=[C:11]([N:19]3[CH:23]=[C:22]([Sn:36]([CH2:37][CH2:38][CH2:39][CH3:40])([CH2:41][CH2:42][CH2:43][CH3:44])[CH2:32][CH2:33][CH2:34][CH3:35])[N:21]=[CH:20]3)[N:10]=2)[CH:5]=[CH:6][C:7]=1[Cl:8]. The catalyst class is: 1. (2) Reactant: Br[C:2]1[CH:3]=[CH:4][C:5]([N:8]2[CH:12]=[N:11][N:10]=[N:9]2)=[N:6][CH:7]=1.[CH2:13]([Sn](CCCC)(CCCC)CCCC)[CH:14]=[CH2:15].[Li+].[Cl-]. Product: [CH2:15]([C:2]1[CH:3]=[CH:4][C:5]([N:8]2[CH:12]=[N:11][N:10]=[N:9]2)=[N:6][CH:7]=1)[CH:14]=[CH2:13]. The catalyst class is: 176. (3) Reactant: [C:1]([O:5][C:6](=[O:29])[CH2:7][S:8]([N:11]1[CH2:16][CH2:15][CH:14]([O:17][C:18]2[CH:23]=[CH:22][C:21]([S:24][C:25]([F:28])([F:27])[F:26])=[CH:20][CH:19]=2)[CH2:13][CH2:12]1)(=[O:10])=[O:9])([CH3:4])([CH3:3])[CH3:2].C(=O)([O-])[O-].[K+].[K+].[CH2:36]1O[CH2:36][CH2:37][O:38][CH2:39][CH2:39][O:38][CH2:37][CH2:36]O[CH2:36][CH2:37][O:38][CH2:39][CH2:39][O:38][CH2:37]1.COCCBr.[H-].[Na+]. Product: [C:1]([O:5][C:6](=[O:29])[CH:7]([S:8]([N:11]1[CH2:16][CH2:15][CH:14]([O:17][C:18]2[CH:19]=[CH:20][C:21]([S:24][C:25]([F:28])([F:27])[F:26])=[CH:22][CH:23]=2)[CH2:13][CH2:12]1)(=[O:10])=[O:9])[CH2:36][CH2:37][O:38][CH3:39])([CH3:4])([CH3:2])[CH3:3]. The catalyst class is: 9.